Dataset: Reaction yield outcomes from USPTO patents with 853,638 reactions. Task: Predict the reaction yield, written as a fraction of the theoretical maximum amount of product (1.0 means a 100% yield; for example, 0.34 means a 34% yield). (1) The reactants are C(OC([NH:7][C@@H:8]([CH:72]([CH3:74])[CH3:73])[C:9]([NH:11][C@@H:12]([CH3:71])[C:13]([NH:15][C:16]1[CH:21]=[CH:20][C:19]([C:22]2[CH2:23][C@H:24]3[CH:30]=[N:29][C:28]4[CH:31]=[C:32]([O:37][CH2:38][CH2:39][CH2:40][O:41][C:42]5[C:43]([O:67][CH3:68])=[CH:44][C:45]6[C:51](=[O:52])[N:50]7[CH:53]=[C:54]([C:56]8[CH:65]=[CH:64][C:59]([C:60]([O:62][CH3:63])=[O:61])=[CH:58][CH:57]=8)[CH2:55][C@H:49]7[CH:48]=[N:47][C:46]=6[CH:66]=5)[C:33]([O:35][CH3:36])=[CH:34][C:27]=4[C:26](=[O:69])[N:25]3[CH:70]=2)=[CH:18][CH:17]=1)=[O:14])=[O:10])=O)C=C.N1CCCC1. The catalyst is ClCCl.C1C=CC([P]([Pd]([P](C2C=CC=CC=2)(C2C=CC=CC=2)C2C=CC=CC=2)([P](C2C=CC=CC=2)(C2C=CC=CC=2)C2C=CC=CC=2)[P](C2C=CC=CC=2)(C2C=CC=CC=2)C2C=CC=CC=2)(C2C=CC=CC=2)C2C=CC=CC=2)=CC=1.[Pd].C1C=CC(P(C2C=CC=CC=2)C2C=CC=CC=2)=CC=1. The product is [NH2:7][C@@H:8]([CH:72]([CH3:74])[CH3:73])[C:9]([NH:11][C@@H:12]([CH3:71])[C:13]([NH:15][C:16]1[CH:17]=[CH:18][C:19]([C:22]2[CH2:23][C@H:24]3[CH:30]=[N:29][C:28]4[CH:31]=[C:32]([O:37][CH2:38][CH2:39][CH2:40][O:41][C:42]5[C:43]([O:67][CH3:68])=[CH:44][C:45]6[C:51](=[O:52])[N:50]7[CH:53]=[C:54]([C:56]8[CH:57]=[CH:58][C:59]([C:60]([O:62][CH3:63])=[O:61])=[CH:64][CH:65]=8)[CH2:55][C@H:49]7[CH:48]=[N:47][C:46]=6[CH:66]=5)[C:33]([O:35][CH3:36])=[CH:34][C:27]=4[C:26](=[O:69])[N:25]3[CH:70]=2)=[CH:20][CH:21]=1)=[O:14])=[O:10]. The yield is 0.560. (2) The reactants are [I:1][C:2]1[CH:3]=[C:4]([CH:8]=[CH:9][CH:10]=1)[C:5]([OH:7])=O.[CH2:11]([NH2:14])[CH2:12][CH3:13]. No catalyst specified. The product is [CH2:11]([NH:14][C:5](=[O:7])[C:4]1[CH:8]=[CH:9][CH:10]=[C:2]([I:1])[CH:3]=1)[CH2:12][CH3:13]. The yield is 0.820. (3) The reactants are [C:1]([C:4]1[CH:9]=[CH:8][C:7]([N:10]2[C:14]([C:15]3[CH:20]=[CH:19][C:18]([N:21]4[CH2:25][CH2:24][O:23][C:22]4=[O:26])=[CH:17][CH:16]=3)=[CH:13][CH:12]=[C:11]2[CH2:27][CH2:28][C:29]([O:31]CC)=[O:30])=[C:6]([CH3:34])[CH:5]=1)(=[O:3])[NH2:2].O.[OH-].[Li+]. The catalyst is C1COCC1.O. The product is [C:1]([C:4]1[CH:9]=[CH:8][C:7]([N:10]2[C:14]([C:15]3[CH:16]=[CH:17][C:18]([N:21]4[CH2:25][CH2:24][O:23][C:22]4=[O:26])=[CH:19][CH:20]=3)=[CH:13][CH:12]=[C:11]2[CH2:27][CH2:28][C:29]([OH:31])=[O:30])=[C:6]([CH3:34])[CH:5]=1)(=[O:3])[NH2:2]. The yield is 0.390. (4) The reactants are [OH:1][C@H:2]([CH3:6])[C:3](N)=O.F[B-](F)(F)F.C([O+](CC)CC)C.[NH2:19][C:20]1[C:21]([NH:29][C@H:30]2[CH2:35][CH2:34][C@H:33]([CH2:36][OH:37])[CH2:32][CH2:31]2)=[C:22]2[S:28][CH:27]=[CH:26][C:23]2=[N:24][CH:25]=1. The catalyst is O1CCCC1.C(O)C. The product is [OH:37][CH2:36][C@H:33]1[CH2:32][CH2:31][C@H:30]([N:29]2[C:21]3=[C:22]4[S:28][CH:27]=[CH:26][C:23]4=[N:24][CH:25]=[C:20]3[N:19]=[C:3]2[C@H:2]([OH:1])[CH3:6])[CH2:35][CH2:34]1. The yield is 0.0470. (5) The reactants are [Br:1][C:2]1[S:3][C:4](Br)=[CH:5][CH:6]=1.C([Li])CCC.[O:13]1[C:17]2[CH:18]=[CH:19][C:20]([CH:22]=[O:23])=[CH:21][C:16]=2[CH:15]=[CH:14]1.O. The catalyst is O1CCCC1. The product is [O:13]1[C:17]2[CH:18]=[CH:19][C:20]([CH:22]([C:4]3[S:3][C:2]([Br:1])=[CH:6][CH:5]=3)[OH:23])=[CH:21][C:16]=2[CH:15]=[CH:14]1. The yield is 0.810. (6) The reactants are [N+:1]([C:4]1[CH:13]=[C:12]2[C:7]([CH:8]=[CH:9][CH:10]=[N:11]2)=[CH:6][CH:5]=1)([O-])=O. The catalyst is [Pd].CO. The product is [N:11]1[C:12]2[C:7](=[CH:6][CH:5]=[C:4]([NH2:1])[CH:13]=2)[CH:8]=[CH:9][CH:10]=1. The yield is 0.950.